From a dataset of Forward reaction prediction with 1.9M reactions from USPTO patents (1976-2016). Predict the product of the given reaction. (1) Given the reactants [Cl:1][C:2]1[CH:7]=[CH:6][C:5]([CH:8]([C:14]2[CH:19]=[CH:18][C:17]([Cl:20])=[CH:16][CH:15]=2)[N:9]2[CH2:12][CH:11]([NH2:13])[CH2:10]2)=[CH:4][CH:3]=1.[C:21]1([S:31](Cl)(=[O:33])=[O:32])[CH:26]=[CH:25][CH:24]=[C:23]([S:27](Cl)(=[O:29])=[O:28])[CH:22]=1.C([N:37](CC)CC)C.N, predict the reaction product. The product is: [Cl:1][C:2]1[CH:7]=[CH:6][C:5]([CH:8]([C:14]2[CH:19]=[CH:18][C:17]([Cl:20])=[CH:16][CH:15]=2)[N:9]2[CH2:10][CH:11]([NH:13][S:31]([C:21]3[CH:26]=[CH:25][CH:24]=[C:23]([S:27](=[O:29])(=[O:28])[NH2:37])[CH:22]=3)(=[O:33])=[O:32])[CH2:12]2)=[CH:4][CH:3]=1. (2) The product is: [N+:13]([C:7]1[CH:6]=[C:5]2[C:10](=[CH:9][CH:8]=1)[NH:1][C:2](=[O:11])[CH2:3][CH2:4]2)([O-:15])=[O:14]. Given the reactants [NH:1]1[C:10]2[C:5](=[CH:6][CH:7]=[CH:8][CH:9]=2)[CH2:4][CH2:3][C:2]1=[O:11].O.[N+:13]([O-])([OH:15])=[O:14], predict the reaction product. (3) Given the reactants [NH2:1][C:2]1[CH:7]=[C:6]([O:8][C:9]2[CH:14]=[CH:13][C:12]([NH:15][C:16](=[O:25])[O:17][CH2:18][C:19]3[CH:24]=[CH:23][CH:22]=[CH:21][CH:20]=3)=[C:11]([F:26])[CH:10]=2)[CH:5]=[CH:4][N:3]=1.C(N([CH2:32][CH3:33])CC)C.Cl[C:35]([O:37][C:38]1[CH:43]=[CH:42][CH:41]=[CH:40][CH:39]=1)=[O:36], predict the reaction product. The product is: [CH2:18]([O:17][C:16]([NH:15][C:12]1[CH:13]=[CH:14][C:9]([O:8][C:6]2[CH:5]=[CH:4][N:3]=[C:2]([N:1]([C:16]([O:25][C:33]3[CH:32]=[CH:7][CH:6]=[CH:5][CH:4]=3)=[O:17])[C:35](=[O:36])[O:37][C:38]3[CH:43]=[CH:42][CH:41]=[CH:40][CH:39]=3)[CH:7]=2)=[CH:10][C:11]=1[F:26])=[O:25])[C:19]1[CH:24]=[CH:23][CH:22]=[CH:21][CH:20]=1.